From a dataset of Reaction yield outcomes from USPTO patents with 853,638 reactions. Predict the reaction yield, written as a fraction of the theoretical maximum amount of product (1.0 means a 100% yield; for example, 0.34 means a 34% yield). (1) The reactants are Br[C:2]1[CH:3]=[C:4]2[C:8](=[C:9]([C:11]([NH2:13])=[O:12])[CH:10]=1)[NH:7][CH:6]=[C:5]2[CH2:14][CH:15]1[CH2:19][CH2:18][S:17](=[O:21])(=[O:20])[CH2:16]1.[CH:22]([C:24]1[S:28][CH:27]=[C:26](B(O)O)[CH:25]=1)=O.C(=O)([O-])[O-].[K+].[K+].[CH3:38][NH:39][CH3:40].C1COCC1.[BH-](OC(C)=O)(OC(C)=O)OC(C)=O.[Na+]. The catalyst is O1CCOCC1.O.CC(O)=O.CS(C)=O.C1C=CC(P(C2C=CC=CC=2)[C-]2C=CC=C2)=CC=1.C1C=CC(P(C2C=CC=CC=2)[C-]2C=CC=C2)=CC=1.Cl[Pd]Cl.[Fe+2]. The product is [CH3:38][N:39]([CH2:22][C:24]1[S:28][CH:27]=[C:26]([C:2]2[CH:3]=[C:4]3[C:8](=[C:9]([C:11]([NH2:13])=[O:12])[CH:10]=2)[NH:7][CH:6]=[C:5]3[CH2:14][CH:15]2[CH2:19][CH2:18][S:17](=[O:21])(=[O:20])[CH2:16]2)[CH:25]=1)[CH3:40]. The yield is 0.823. (2) The reactants are [C:1]([C:3]1[CH:8]=[CH:7][CH:6]=[CH:5][C:4]=1[C:9]1[CH:14]=[CH:13][C:12]([CH2:15][C:16]2[C:17](=[O:44])[N:18]([C@H:28]3[CH2:33][CH2:32][C@H:31]([O:34][CH:35]([CH2:41][CH2:42][OH:43])[C:36]([O:38][CH2:39][CH3:40])=[O:37])[CH2:30][CH2:29]3)[C:19]3[N:20]([N:25]=[CH:26][N:27]=3)[C:21]=2[CH2:22][CH2:23][CH3:24])=[C:11]([F:45])[CH:10]=1)#[N:2].[CH3:46][C:47]1[CH:52]=[CH:51][C:50]([S:53](Cl)(=[O:55])=[O:54])=[CH:49][CH:48]=1.Cl. The catalyst is N1C=CC=CC=1. The product is [C:1]([C:3]1[CH:8]=[CH:7][CH:6]=[CH:5][C:4]=1[C:9]1[CH:14]=[CH:13][C:12]([CH2:15][C:16]2[C:17](=[O:44])[N:18]([C@H:28]3[CH2:33][CH2:32][C@H:31]([O:34][CH:35]([CH2:41][CH2:42][O:43][S:53]([C:50]4[CH:51]=[CH:52][C:47]([CH3:46])=[CH:48][CH:49]=4)(=[O:55])=[O:54])[C:36]([O:38][CH2:39][CH3:40])=[O:37])[CH2:30][CH2:29]3)[C:19]3[N:20]([N:25]=[CH:26][N:27]=3)[C:21]=2[CH2:22][CH2:23][CH3:24])=[C:11]([F:45])[CH:10]=1)#[N:2]. The yield is 0.700.